This data is from Catalyst prediction with 721,799 reactions and 888 catalyst types from USPTO. The task is: Predict which catalyst facilitates the given reaction. (1) Reactant: Br[C:2]1[N:7]=[CH:6][C:5]([C:8]([N:10]2[CH2:29][CH2:28][C:13]3[N:14]=[C:15]([NH:18][CH:19]4[CH2:27][C:26]5[C:21](=[CH:22][CH:23]=[CH:24][CH:25]=5)[CH2:20]4)[N:16]=[CH:17][C:12]=3[CH2:11]2)=[O:9])=[CH:4][CH:3]=1.C(N(CC)CC)C.[CH3:37][Si:38]([C:41]#[CH:42])([CH3:40])[CH3:39]. Product: [CH2:20]1[C:21]2[C:26](=[CH:25][CH:24]=[CH:23][CH:22]=2)[CH2:27][CH:19]1[NH:18][C:15]1[N:16]=[CH:17][C:12]2[CH2:11][N:10]([C:8]([C:5]3[CH:6]=[N:7][C:2]([C:42]#[C:41][Si:38]([CH3:40])([CH3:39])[CH3:37])=[CH:3][CH:4]=3)=[O:9])[CH2:29][CH2:28][C:13]=2[N:14]=1. The catalyst class is: 590. (2) Reactant: [NH:1]([C:5]([CH2:7][CH2:8][N:9]1[CH2:14][CH2:13][N:12]2[N:15]=[C:16]([C:18]([NH:20][CH2:21][C@H:22]([NH:30][C:31]([O:33][CH2:34][C:35]3[CH:40]=[CH:39][CH:38]=[CH:37][CH:36]=3)=[O:32])[C:23]([O:25]C(C)(C)C)=[O:24])=[O:19])[CH:17]=[C:11]2[C:10]1=[O:41])=[O:6])[C:2]([NH2:4])=[NH:3].FC(F)(F)C(O)=O.CO.C(Cl)Cl.C(O)(=O)C.O. Product: [NH:1]([C:5]([CH2:7][CH2:8][N:9]1[CH2:14][CH2:13][N:12]2[N:15]=[C:16]([C:18]([NH:20][CH2:21][C@H:22]([NH:30][C:31]([O:33][CH2:34][C:35]3[CH:36]=[CH:37][CH:38]=[CH:39][CH:40]=3)=[O:32])[C:23]([OH:25])=[O:24])=[O:19])[CH:17]=[C:11]2[C:10]1=[O:41])=[O:6])[C:2]([NH2:4])=[NH:3]. The catalyst class is: 390. (3) The catalyst class is: 2. Product: [Cl:1][C:2]1[CH:23]=[CH:22][C:5]([O:6][CH2:7][CH2:8][NH:9][C:10](=[O:21])[CH2:11][CH2:12][C:13]2[CH:18]=[CH:17][CH:16]=[CH:15][C:14]=2[OH:19])=[CH:4][CH:3]=1. Reactant: [Cl:1][C:2]1[CH:23]=[CH:22][C:5]([O:6][CH2:7][CH2:8][NH:9][C:10](=[O:21])[CH2:11][CH2:12][C:13]2[CH:18]=[CH:17][CH:16]=[CH:15][C:14]=2[O:19]C)=[CH:4][CH:3]=1.B(Br)(Br)Br.C(Cl)Cl.O. (4) Reactant: [C:1]([O:6][CH3:7])(=[O:5])[CH:2]([CH3:4])[OH:3].[CH2:8]([C:15]1[CH:20]=[CH:19][C:18](O)=[CH:17][CH:16]=1)[C:9]1[CH:14]=[CH:13][CH:12]=[CH:11][CH:10]=1.C1C=CC(P(C2C=CC=CC=2)C2C=CC=CC=2)=CC=1.CC(OC(/N=N/C(OC(C)C)=O)=O)C. Product: [CH2:8]([C:9]1[CH:14]=[CH:13][C:12]([O:3][CH:2]([CH3:4])[C:1]([O:6][CH3:7])=[O:5])=[CH:11][CH:10]=1)[C:15]1[CH:20]=[CH:19][CH:18]=[CH:17][CH:16]=1. The catalyst class is: 1. (5) Reactant: [NH2:1][C@H:2]([C:7]([OH:9])=[O:8])[CH2:3][C:4](=[O:6])[NH2:5].C(=O)([O-])[O-].[Na+].[Na+].O1CCOCC1.[C:22]([O:26][C:27](O[C:27]([O:26][C:22]([CH3:25])([CH3:24])[CH3:23])=[O:28])=[O:28])([CH3:25])([CH3:24])[CH3:23]. Product: [C:22]([O:26][C:27]([NH:1][C@H:2]([C:7]([OH:9])=[O:8])[CH2:3][C:4](=[O:6])[NH2:5])=[O:28])([CH3:25])([CH3:24])[CH3:23]. The catalyst class is: 6. (6) Reactant: [N+:1]([C:4]1[CH:13]=[CH:12][CH:11]=[C:6]([C:7]([O:9][CH3:10])=[O:8])[C:5]=1[C:14]([O:16][CH3:17])=[O:15])([O-])=O. Product: [NH2:1][C:4]1[CH:13]=[CH:12][CH:11]=[C:6]([C:7]([O:9][CH3:10])=[O:8])[C:5]=1[C:14]([O:16][CH3:17])=[O:15]. The catalyst class is: 99. (7) Reactant: [CH2:1]([C:4]([C:26]1[CH:34]=[CH:33][C:29]([C:30]([OH:32])=O)=[CH:28][CH:27]=1)([CH2:8][O:9][C:10]1[CH:15]=[CH:14][C:13]([C:16]2[CH:21]=[CH:20][C:19]([C:22]([F:25])([F:24])[F:23])=[CH:18][CH:17]=2)=[CH:12][CH:11]=1)[CH2:5][CH:6]=[CH2:7])[CH:2]=[CH2:3].Cl.[NH2:36][CH2:37][CH2:38][C:39]([OH:41])=[O:40].O.ON1C2C=CC=C[C:47]=2N=N1.C(N(CC)C(C)C)(C)C.Cl.CN(C)CCCN=C=NCC. Product: [CH3:47][O:40][C:39](=[O:41])[CH2:38][CH2:37][NH:36][C:30](=[O:32])[C:29]1[CH:33]=[CH:34][C:26]([C:4]([CH2:5][CH:6]=[CH2:7])([CH2:8][O:9][C:10]2[CH:11]=[CH:12][C:13]([C:16]3[CH:17]=[CH:18][C:19]([C:22]([F:23])([F:24])[F:25])=[CH:20][CH:21]=3)=[CH:14][CH:15]=2)[CH2:1][CH:2]=[CH2:3])=[CH:27][CH:28]=1. The catalyst class is: 18. (8) Reactant: [CH2:1]([O:8][C:9]([N:11]1[CH2:16][CH2:15][CH:14]([S:17]([CH2:20][CH2:21][CH:22]2[CH2:27][CH2:26][N:25](C(OC(C)(C)C)=O)[CH2:24][CH2:23]2)(=[O:19])=[O:18])[CH2:13][CH2:12]1)=[O:10])[C:2]1[CH:7]=[CH:6][CH:5]=[CH:4][CH:3]=1. Product: [NH:25]1[CH2:26][CH2:27][CH:22]([CH2:21][CH2:20][S:17]([CH:14]2[CH2:13][CH2:12][N:11]([C:9]([O:8][CH2:1][C:2]3[CH:3]=[CH:4][CH:5]=[CH:6][CH:7]=3)=[O:10])[CH2:16][CH2:15]2)(=[O:18])=[O:19])[CH2:23][CH2:24]1. The catalyst class is: 89. (9) Reactant: [Cl:1][C:2]1[C:3]([C:15]2[S:19][C:18]([C:20]3([O:24][CH2:25][O:26][CH3:27])[CH2:23][CH2:22][CH2:21]3)=[N:17][CH:16]=2)=[C:4]2[CH:10]=[C:9](/[C:11](=[N:13]/[OH:14])/[NH2:12])[NH:8][C:5]2=[N:6][CH:7]=1.[C:28]([O:32][C:33]([N:35]1[CH2:40][CH2:39][CH2:38][CH:37]([C:41](O)=[O:42])[CH2:36]1)=[O:34])([CH3:31])([CH3:30])[CH3:29].CN1CCOCC1.O.ON1C2C=CC=CC=2N=N1.Cl.CN(C)CCCN=C=NCC. Product: [NH2:12]/[C:11](=[N:13]\[O:14][C:41]([CH:37]1[CH2:38][CH2:39][CH2:40][N:35]([C:33]([O:32][C:28]([CH3:31])([CH3:30])[CH3:29])=[O:34])[CH2:36]1)=[O:42])/[C:9]1[NH:8][C:5]2=[N:6][CH:7]=[C:2]([Cl:1])[C:3]([C:15]3[S:19][C:18]([C:20]4([O:24][CH2:25][O:26][CH3:27])[CH2:23][CH2:22][CH2:21]4)=[N:17][CH:16]=3)=[C:4]2[CH:10]=1. The catalyst class is: 35. (10) Reactant: [C:1]([C:5]1[CH:23]=[C:8]2[N:9]=[C:10]([CH3:22])[C:11]([CH:14]([CH2:19][CH2:20][CH3:21])[C:15]([O:17][CH3:18])=[O:16])=[C:12](Cl)[N:7]2[N:6]=1)([CH3:4])([CH3:3])[CH3:2].[CH:24]1[C:33]2[C:28](=[CH:29][CH:30]=[CH:31][CH:32]=2)[CH:27]=[CH:26][C:25]=1B(O)O.C(N(C(C)C)CC)(C)C. Product: [C:1]([C:5]1[CH:23]=[C:8]2[N:9]=[C:10]([CH3:22])[C:11]([CH:14]([CH2:19][CH2:20][CH3:21])[C:15]([O:17][CH3:18])=[O:16])=[C:12]([C:26]3[CH:25]=[CH:24][C:33]4[C:28](=[CH:29][CH:30]=[CH:31][CH:32]=4)[CH:27]=3)[N:7]2[N:6]=1)([CH3:4])([CH3:3])[CH3:2]. The catalyst class is: 149.